Predict the product of the given reaction. From a dataset of Forward reaction prediction with 1.9M reactions from USPTO patents (1976-2016). Given the reactants Cl[C:2]1[C:11]([CH:12]=[O:13])=[CH:10][C:9]2[C:4](=[C:5]([Cl:14])[CH:6]=[CH:7][CH:8]=2)[N:3]=1.C([Sn](CCCC)(CCCC)[C:20]1[CH:25]=[N:24][CH:23]=[CH:22][N:21]=1)CCC, predict the reaction product. The product is: [Cl:14][C:5]1[CH:6]=[CH:7][CH:8]=[C:9]2[C:4]=1[N:3]=[C:2]([C:20]1[CH:25]=[N:24][CH:23]=[CH:22][N:21]=1)[C:11]([CH:12]=[O:13])=[CH:10]2.